This data is from Catalyst prediction with 721,799 reactions and 888 catalyst types from USPTO. The task is: Predict which catalyst facilitates the given reaction. (1) Reactant: [Br:1][C:2]1[CH:7]=[C:6]([CH3:8])[CH:5]=[CH:4][N:3]=1.[O-:9][Mn](=O)(=O)=O.[K+].N1C=CC=CC=1.[OH2:21]. Product: [Br:1][C:2]1[CH:7]=[C:6]([CH:5]=[CH:4][N:3]=1)[C:8]([OH:9])=[O:21]. The catalyst class is: 6. (2) Reactant: [OH:1][CH2:2][CH2:3][CH2:4][CH2:5][CH2:6][NH:7][C:8](=[O:24])[O:9][CH2:10][CH:11]1[C:23]2[CH:22]=[CH:21][CH:20]=[CH:19][C:18]=2[C:17]2[C:12]1=[CH:13][CH:14]=[CH:15][CH:16]=2.O[C:26]1[CH:31]=[CH:30][C:29]([C:32](=[O:34])[CH3:33])=[CH:28][CH:27]=1.C1(P(C2C=CC=CC=2)C2C=CC=CC=2)C=CC=CC=1.CC(OC(/N=N/C(OC(C)C)=O)=O)C. Product: [C:32]([C:29]1[CH:30]=[CH:31][C:26]([O:1][CH2:2][CH2:3][CH2:4][CH2:5][CH2:6][NH:7][C:8](=[O:24])[O:9][CH2:10][CH:11]2[C:12]3[CH:13]=[CH:14][CH:15]=[CH:16][C:17]=3[C:18]3[C:23]2=[CH:22][CH:21]=[CH:20][CH:19]=3)=[CH:27][CH:28]=1)(=[O:34])[CH3:33]. The catalyst class is: 133. (3) Reactant: [Na].[NH2:2][C:3]([NH2:5])=[S:4].CC[O-].[Na+].[CH2:10]([CH:14]([C:20]([CH3:22])=O)[C:15](OCC)=[O:16])[CH2:11][CH2:12][CH3:13]. Product: [CH2:10]([C:14]1[C:15](=[O:16])[NH:2][C:3](=[S:4])[NH:5][C:20]=1[CH3:22])[CH2:11][CH2:12][CH3:13]. The catalyst class is: 14.